This data is from Forward reaction prediction with 1.9M reactions from USPTO patents (1976-2016). The task is: Predict the product of the given reaction. (1) The product is: [O:35]1[CH2:33][C@@H:36]1[CH2:37][N:24]1[C:20](=[O:30])[C:21]2=[CH:29][CH:28]=[CH:27][CH:26]=[C:22]2[C:23]1=[O:25]. Given the reactants C1(P(C2C=CC=CC=2)C2C=CC=CC=2)C=CC=CC=1.[C:20]1(=[O:30])[NH:24][C:23](=[O:25])[C:22]2=[CH:26][CH:27]=[CH:28][CH:29]=[C:21]12.N([C:33]([O:35][CH2:36][CH3:37])=O)=N[C:33]([O:35][CH2:36][CH3:37])=O.C1O[C@H]1CO, predict the reaction product. (2) Given the reactants F[CH:2]1[C:7](OS(C(F)(F)F)(=O)=O)=[CH:6][CH2:5][C:4]([C:23]([O:25][CH3:26])=[O:24])([C:16]2[CH:21]=[CH:20][CH:19]=[CH:18][C:17]=2[CH3:22])[CH2:3]1.[F:27][C:28]1[CH:29]=[C:30](B(O)O)[CH:31]=[N:32][CH:33]=1.[F-:37].[Cs+].COCCOC, predict the reaction product. The product is: [F:37][C:18]1[C:17]([CH3:22])=[C:16]([C:4]2([C:23]([O:25][CH3:26])=[O:24])[CH2:5][CH:6]=[C:7]([C:30]3[CH:31]=[N:32][CH:33]=[C:28]([F:27])[CH:29]=3)[CH2:2][CH2:3]2)[CH:21]=[CH:20][CH:19]=1. (3) Given the reactants [C:1]1([P:17]([C:26]2[CH:31]=[CH:30][CH:29]=[CH:28][CH:27]=2)[C:18]2[CH:23]=[CH:22][C:21]([O:24][CH3:25])=[CH:20][CH:19]=2)[C:14]2[C:15]3=[C:16]4[C:11](=[CH:12][CH:13]=2)[CH:10]=[CH:9][CH:8]=[C:7]4[CH:6]=[CH:5][C:4]3=[CH:3][CH:2]=1.[OH:32]O, predict the reaction product. The product is: [CH3:25][O:24][C:21]1[CH:22]=[CH:23][C:18]([P:17](=[O:32])([C:26]2[CH:31]=[CH:30][CH:29]=[CH:28][CH:27]=2)[C:1]2[C:14]3[C:15]4=[C:16]5[C:11](=[CH:12][CH:13]=3)[CH:10]=[CH:9][CH:8]=[C:7]5[CH:6]=[CH:5][C:4]4=[CH:3][CH:2]=2)=[CH:19][CH:20]=1.